From a dataset of Full USPTO retrosynthesis dataset with 1.9M reactions from patents (1976-2016). Predict the reactants needed to synthesize the given product. (1) Given the product [CH2:16]([O:41][C:40](=[O:42])[C@H:35]([CH2:36][CH2:37][S:38][CH3:39])[NH:34][C:32](=[O:33])[CH2:31][C:25]1[CH:26]=[CH:27][CH:28]=[CH:29][CH:30]=1)[CH:15]([CH3:21])[CH3:20], predict the reactants needed to synthesize it. The reactants are: N[C@H](C(O)=O)CCSC.C(=O)(O)[O-].[Na+].[C:15]1([CH2:21]C(Cl)=O)[CH:20]=CC=C[CH:16]=1.[C:25]1([CH2:31][C:32]([NH:34][C@H:35]([C:40]([OH:42])=[O:41])[CH2:36][CH2:37][S:38][CH3:39])=[O:33])[CH:30]=[CH:29][CH:28]=[CH:27][CH:26]=1.C(Cl)CCl. (2) The reactants are: C[Si](N[Si](C)(C)C)(C)C.[Li]CCCC.[Br:15][C:16]1[CH:17]=[C:18]([CH:24]=[CH:25][CH:26]=1)[C:19]([O:21]CC)=O.[C:27]([O:30][C:31]([CH3:34])([CH3:33])[CH3:32])(=[O:29])[CH3:28]. Given the product [C:31]([O:30][C:27](=[O:29])[CH2:28][C:19]([C:18]1[CH:24]=[CH:25][CH:26]=[C:16]([Br:15])[CH:17]=1)=[O:21])([CH3:34])([CH3:33])[CH3:32], predict the reactants needed to synthesize it. (3) The reactants are: [O:1]=[S:2]1(=[O:30])[CH2:7][CH2:6][N:5]([C:8]([C:10]2[NH:11][C:12]3[C:17]([CH:18]=2)=[CH:16][C:15]([C:19]([N:21]2[CH2:26][CH2:25][N:24]([CH:27]([CH3:29])[CH3:28])[CH2:23][CH2:22]2)=[O:20])=[CH:14][CH:13]=3)=[O:9])[CH2:4][CH2:3]1.[Cl:31][C:32]1[CH:37]=[CH:36][C:35](B(O)O)=[CH:34][CH:33]=1.N1C=CC=CC=1. Given the product [Cl:31][C:32]1[CH:37]=[CH:36][C:35]([N:11]2[C:12]3[C:17](=[CH:16][C:15]([C:19]([N:21]4[CH2:22][CH2:23][N:24]([CH:27]([CH3:28])[CH3:29])[CH2:25][CH2:26]4)=[O:20])=[CH:14][CH:13]=3)[CH:18]=[C:10]2[C:8]([N:5]2[CH2:6][CH2:7][S:2](=[O:1])(=[O:30])[CH2:3][CH2:4]2)=[O:9])=[CH:34][CH:33]=1, predict the reactants needed to synthesize it. (4) Given the product [S:1]1[CH:5]=[CH:4][C:3]([C:6]2[O:10][N:9]=[C:8]([CH:11]=[O:12])[CH:7]=2)=[CH:2]1, predict the reactants needed to synthesize it. The reactants are: [S:1]1[CH:5]=[CH:4][C:3]([C:6]2[O:10][N:9]=[C:8]([CH2:11][OH:12])[CH:7]=2)=[CH:2]1.CC(OI1(OC(C)=O)(OC(C)=O)OC(=O)C2C=CC=CC1=2)=O.C(OCC)C.